This data is from Forward reaction prediction with 1.9M reactions from USPTO patents (1976-2016). The task is: Predict the product of the given reaction. Given the reactants [Cl:1][C:2]1[CH:8]=[C:7]([C:9]#[C:10][CH3:11])[C:5]([NH2:6])=[C:4]([F:12])[CH:3]=1.C(OCC)(=O)C, predict the reaction product. The product is: [Cl:1][C:2]1[CH:8]=[C:7]2[C:5](=[C:4]([F:12])[CH:3]=1)[NH:6][C:10]([CH3:11])=[CH:9]2.